Dataset: B-cell epitopes from IEDB database with 3,159 antigens for binding position prediction. Task: Token-level Classification. Given an antigen amino acid sequence, predict which amino acid positions are active epitope sites capable of antibody binding. Output is a list of indices for active positions. (1) Given the antigen sequence: MNNQRKKARNTPFNMLKRERNRVSTVQQLTKRFSLGMLQGRGPLKLFMALVAFLRFLTIPPTAGILKRWGTIKKSKAINVLRGFRKEIGRMLNILNRRRRTAGMIIMLIPTVMAFHLTTRNGEPHMIVSRQEKGKSLLFKTGDGVNMCTLMAMDPGELCEDTITYKCPLLKQNEPEDIDWWCNSTSTWVTYGTCTTTGEHRREKRSVALVPHVGMGLETRTETWMSSEGAWKHAQRIETWILRHPGFTMMAAILAYTIGTTHFQRALIFILLTAVAPSMTMRCIGISNRDFVEGVSGGSWVDIVLEHGSCVTTMAKNKPTLDFELIKTEAKQPATLRKYCIEAKLTNTTTDSRCPTQGEPSLNEEQDKRFVCKHSMVDRGWGNGCGLFGKGGIVTFAMFTCKKNMKGKVVQPENLEYTIVITPHSGEEHAVGNDTGKHGKEIKITPQSSITEAELTGYGTVTMKCSPRTGLDFNEMVLLQMENKAWLVHRQWFLDLPLPW..., which amino acid positions are active epitope sites? The epitope positions are: [170, 171, 172, 173, 174, 175, 176, 177]. The amino acids at these positions are: KQNEPEDI. (2) The epitope positions are: [136, 137, 138, 139, 140, 141, 142, 143, 144, 145, 146, 147, 148, 149, 150, 151, 152, 153, 154, 155... (22 total positions)]. The amino acids at these positions are: LRDFIEKWKSDDLLIRPYVNQS. Given the antigen sequence: GVHLLQQPGNVWVTWANKTGQTDFCLSLQSATSPFRTCLVGLPSYQLEEFRGYTVNYTKCKNDTDMATQTACLIQSLNRTLPWDPQELDILGSQMIKNGTRRTCVTFGSVCYTNNGSRTCHIFDGNFNGTGGAEAELRDFIEKWKSDDLLIRPYVNQSWTMVSPINTESFSISSRYCGFTSNETRYYGGNFSNWCGSKGGKWSAGYSNGTECSDCGGNCTAEWNYYAYGFTFGKQPEVLWNNGTAKALPPGIFLICGDRAWQGIPCNALGGPCYLGQLTMLSPNFTTWMTYGPNITGHHRSRRSTSQLSSDCSDDVQLWSATARIFASFFAPGVAAAQALREIERLACWSVKQANLTSLILNAMLEDTNSIRHAVLQNRAAIDFLLLAQGHGCQDVEGMCCFNLSDHSESIHKALQAMKEHTEKIRVEDDPIGDWFTRTFGSLGGWLAKGVKTLLFAVLVIVCLLAIIPCIIKCFQDCLSRTMYQFMDERIRYHRIREQL..., which amino acid positions are active epitope sites? (3) Given the antigen sequence: LLCLLGAGLVDAGVTQSPTHLIKTRGQQVTLRCSPKSGHDTVSWYQQALGQGPQFIFQYYEEEERQRGNFPDRFSGHQFPNYSSELNVNALLLGDSALYLCASSLSALASETQYFGPGTRLLVLEDLKNVFPPEVAVFEPSEA, which amino acid positions are active epitope sites? The epitope positions are: [47, 48, 49, 50, 51, 52, 53, 54, 55, 56, 57, 58, 59, 60, 61, 62, 63, 64]. The amino acids at these positions are: ALGQGPQFIFQYYEEEER. (4) Given the antigen sequence: MTRRRVLSVVVLLAALACRLGAQTPEQPAPPATTVQPTATRQQTSFPFRVCELSSHGDLFRFSSDIQCPSFGTRENHTEGLLMVFKDNIIPYSFKVRSYTKIVTNILIYNGWYADSVTNRHEEKFSVDSYETDQMDTIYQCYNAVKMTKDGLTRVYVDRDGVNITVNLKPTGGLANGVRRYASQTELYDAPGWLIWTYRTRTTVNCLITDMMAKSNSPFDFFVTTTGQTVEMSPFYDGKNKETFHERADSFHVRTNYKIVDYDNRGTNPQGERRAFLDKGTYTLSWKLENRTAYCPLQHWQTFDSTIATETGKSIHFVTDEGTSSFVTNTTVGIELPDAFKCIEEQVNKTMHEKYEAVQDRYTKGQEAITYFITSGGLLLAWLPLTPRSLATVKNLTELTTPTSSPPSSPSPPAPSAARGSTPAAVLRRRRRDAGNATTPVPPTAPGKSLGTLNNPATVQIQFAYDSLRRQINRMLGDLARAWCLEQKRQNMVLRELTKI..., which amino acid positions are active epitope sites? The epitope positions are: [802, 803, 804, 805, 806, 807, 808, 809, 810, 811, 812, 813, 814, 815, 816]. The amino acids at these positions are: EQNQEQKRAAQRAAG. (5) The epitope positions are: [237, 238, 239, 240, 241, 242, 243, 244, 245, 246, 247, 248, 249, 250, 251, 252, 253, 254, 255, 256]. The amino acids at these positions are: KWEDSTSTLTISADSKKTKD. Given the antigen sequence: MRLLIGFALALALIGCAQKGAESIGSQKENDLNLEDSSKKSHQNAKQDLPAVTEDSVSLFNGNKIFVSKEKNSSGKYDLRATIDQVELKGTSDKNNGSGTLEGSKPDKSKVKLTVSADLNTVTLEAFDASNQKISSKVTKKQGSITEETLKANKLDSKKLTRSNGTTLEYSQITDADNATKAVETLKNSIKLEGSLVVGKTTVEIKEGTVTLKREIEKDGKVKVFLNDTAGSNKKTGKWEDSTSTLTISADSKKTKDLVFLTDGTITVQQYNTAGTSLEGSASEIKNLSELKNALK, which amino acid positions are active epitope sites? (6) Given the antigen sequence: MAGHSNSMALFSFSLLWLCSGVLGTDTEERLVEHLLDPSRYNKLIRPATNGSELVTVQLMVSLAQLISVHEREQIMTTNVWLTQEWEDYRLTWKPEDFDNMKKVRLPSKHIWLPDVVLYNNADGMYEVSFYSNAVVSYDGSIFWLPPAIYKSACKIEVKHFPFDQQNCTMKFRSWTYDRTEIDLVLKSDVASLDDFTPSGEWDIIALPGRRNENPDDSTYVDITYDFIIRRKPLFYTINLIIPCVLITSLAILVFYLPSDCGEKMTLCISVLLALTVFLLLISKIVPPTSLDVPLVGKYLMFTMVLVTFSIVTSVCVLNVHHRSPTTHTMAPWVKVVFLEKLPTLLFLQQPRHRCARQRLRLRRRQREREGAGALFFREGPAADPCTCFVNPASVQGLAGAFRAEPTAAGPGRSVGPCSCGLREAVDGVRFIADHMRSEDDDQSVREDWKYVAMVIDRLFLWIFVFVCVFGTVGMFLQPLFQNYTATTFLHPDHSAPSSK..., which amino acid positions are active epitope sites? The epitope positions are: [29, 30, 31, 32, 33, 34, 35, 36, 37, 38, 39, 40, 41, 42, 43, 44, 45]. The amino acids at these positions are: RLVEHLLDPSRYNKLIR. (7) The epitope positions are: [73, 74, 75, 76, 77, 78, 79, 80, 81, 82, 83, 84, 85, 86, 87, 88, 89, 90, 91, 92]. The amino acids at these positions are: FRQNVAKGLETRGKPGPQPP. Given the antigen sequence: MEIGGLVYLILIITIINLSFGETNNYCKIKCRKGIHTLCKFGTSMKPNCGRNVVKAYGLTNDEKNEILKRHNDFRQNVAKGLETRGKPGPQPPAKNMNVLVWNDELAKIAQTWANQCDFNHDDCRNTAKYQVGQNIAISSTTATQFDRPSKLIKQWEDEVTEFNYKVGLQNSNFRKVGHYTQMVWGKTKEIGCGSIKYIEDNWYTHYLVCNYGPGGNDFNQPIYERK, which amino acid positions are active epitope sites? (8) Given the antigen sequence: MGNKTTLLLLLFVLCHGVATTTMAFHDDEGGDKKSPKSLFLMSNSTRVFKTDAGEMRVLKSHGGRIFYRHMHIGFISMEPKSLFVPQYLDSNLIIFIRRGEAKLGFIYDDELAERRLKTGDLYMIPSGSAFYLVNIGEGQRLHVICSIDPSTSLGLETFQSFYIGGGANSHSVLSGFEPAILETAFNESRTVVEEIFSKELDGPIMFVDDSHAPSLWTKFLQLKKDDKEQQLKKMMQDQEEDEEEKQTSRSWRKLLETVFGKVNEKIENKDTAGSPASYNLYDDKKADFKNAYGWSKALHGGEYPPLSEPDIGVLLVKLSAGSMLAPHVNPISDEYTIVLSGYGELHIGYPNGSRAMKTKIKQGDVFVVPRYFPFCQVASRDGPLEFFGFSTSARKNKPQFLAGAASLLRTLMGPELSAAFGVSEDTLRRAVDAQHEAVILPSAWAAPPENAGKLKMEEEPNAIRSFANDVVMDVF, which amino acid positions are active epitope sites? The epitope positions are: [58, 59, 60, 61, 62, 63, 64, 65, 66, 67, 68, 69, 70, 71, 72]. The amino acids at these positions are: LKSHGGRIFYRHMHI. (9) Given the antigen sequence: SLSCKQNNNHNNMYWYRQDMGHGLRLIHYSYDVNSTEKGDVPNGYKVSRPSQGDFFLTLESASPSQTSVYFCASSDSSNTEVFFGKGTRLTVVEDLKTVTPPKVSLFEPSEAEIADKQKATLVCLARGFFPDHVELSWWVNGKEIRNGVSTDPQAYKESNNITYCLSSRLRVSATFWHNPRNHFRCQVQFYGLTEEDNWSEDSPKPVTQNISAGAWGRADCGITSASYQQGVLSATILYEILIGKATLYAVLVSTLVVMAMVKRKSS, which amino acid positions are active epitope sites? The epitope positions are: [72, 73, 74, 75, 76, 77, 78, 79, 80]. The amino acids at these positions are: ASSDSSNTE. (10) Given the antigen sequence: MEKFAPEFHGEDANNRATKFLESIKGKFTSPKDPKKKDSIISVNSIDIEVTKESPITSNSTIINPTNETDDTAGNKPNYQRKPLVSFKEDPTPSDNPFSKLYKETIETFDNNEEESSYSYEEINDQTNDNITARLDRIDEKLSEILGMLHTLVVASAGPTSARDGIRDAMIGLREEMIEKIRTEALMTNDRLEAMARLRNEESEKMAKDTSDEVSLNPTSEKLNNLLEGNDSDNDLSLEDF, which amino acid positions are active epitope sites? The epitope positions are: [90, 91, 92, 93, 94, 95, 96, 97, 98, 99, 100, 101, 102, 103, 104, 105, 106, 107, 108, 109]. The amino acids at these positions are: PTPSDNPFSKLYKETIETFD.